This data is from Catalyst prediction with 721,799 reactions and 888 catalyst types from USPTO. The task is: Predict which catalyst facilitates the given reaction. Reactant: C([O:8][C:9]1[CH:21]=[CH:20][C:12]2[N:13]([CH2:16][CH:17]3[CH2:19][CH2:18]3)[N:14]=[N:15][C:11]=2[C:10]=1[C:22]([F:25])([F:24])[F:23])C1C=CC=CC=1. Product: [CH:17]1([CH2:16][N:13]2[C:12]3[CH:20]=[CH:21][C:9]([OH:8])=[C:10]([C:22]([F:24])([F:25])[F:23])[C:11]=3[N:15]=[N:14]2)[CH2:19][CH2:18]1. The catalyst class is: 125.